From a dataset of Full USPTO retrosynthesis dataset with 1.9M reactions from patents (1976-2016). Predict the reactants needed to synthesize the given product. (1) Given the product [Cl:8][C:5]1[CH:6]=[CH:7][C:2](/[CH:3]=[CH:9]/[C:10]([OH:12])=[O:11])=[C:39]([CH2:40][C:41]2[O:15][C:13]([CH3:14])=[N:16][N:17]=2)[CH:4]=1, predict the reactants needed to synthesize it. The reactants are: Br[C:2]1[CH:7]=[CH:6][C:5]([Cl:8])=[CH:4][C:3]=1[CH2:9][C:10]([OH:12])=[O:11].[C:13]([NH:16][NH2:17])(=[O:15])[CH3:14].CCN(CC)CC.C(P1(=O)OP(CCC)(=O)OP([CH2:39][CH2:40][CH3:41])(=O)O1)CC. (2) Given the product [F:36][C:33]([F:34])([F:35])[C:29]1[CH:28]=[C:27]([CH:32]=[CH:31][CH:30]=1)[C:26]([NH:25][CH2:24][C:22]([NH:21][C@@H:18]1[CH2:19][CH2:20][N:16]([CH:2]2[CH2:7][CH2:6][CH:5]([NH:8][C:9](=[O:15])[O:10][C:11]([CH3:14])([CH3:13])[CH3:12])[CH2:4][CH2:3]2)[CH2:17]1)=[O:23])=[O:37], predict the reactants needed to synthesize it. The reactants are: O=[C:2]1[CH2:7][CH2:6][CH:5]([NH:8][C:9](=[O:15])[O:10][C:11]([CH3:14])([CH3:13])[CH3:12])[CH2:4][CH2:3]1.[NH:16]1[CH2:20][CH2:19][C@@H:18]([NH:21][C:22]([CH2:24][NH:25][C:26](=[O:37])[C:27]2[CH:32]=[CH:31][CH:30]=[C:29]([C:33]([F:36])([F:35])[F:34])[CH:28]=2)=[O:23])[CH2:17]1.C(O[BH-](OC(=O)C)OC(=O)C)(=O)C.[Na+].